This data is from Full USPTO retrosynthesis dataset with 1.9M reactions from patents (1976-2016). The task is: Predict the reactants needed to synthesize the given product. (1) Given the product [F:1][C:2]([F:7])([F:6])[C:3]([OH:5])=[O:4].[CH:8]1([C:11]([N:13]2[CH2:17][CH2:16][C@H:15]([NH:18][CH3:19])[CH2:14]2)=[O:12])[CH2:9][CH2:10]1, predict the reactants needed to synthesize it. The reactants are: [F:1][C:2]([F:7])([F:6])[C:3]([OH:5])=[O:4].[CH:8]1([C:11]([N:13]2[CH2:17][CH2:16][C@H:15]([N:18](C)[C:19](=O)OC(C)(C)C)[CH2:14]2)=[O:12])[CH2:10][CH2:9]1. (2) Given the product [F:34][C:33]([F:36])([F:35])[S:30]([O:22][C:19]1[CH:20]=[CH:21][C:16]([C:3]2[C:2]([CH3:1])=[N:11][C:10]3[C:5](=[CH:6][CH:7]=[CH:8][C:9]=3[C:12]([F:15])([F:14])[F:13])[N:4]=2)=[CH:17][CH:18]=1)(=[O:32])=[O:31], predict the reactants needed to synthesize it. The reactants are: [CH3:1][C:2]1[C:3]([C:16]2[CH:21]=[CH:20][C:19]([OH:22])=[CH:18][CH:17]=2)=[N:4][C:5]2[C:10]([N:11]=1)=[C:9]([C:12]([F:15])([F:14])[F:13])[CH:8]=[CH:7][CH:6]=2.C1C=CC(N([S:30]([C:33]([F:36])([F:35])[F:34])(=[O:32])=[O:31])[S:30]([C:33]([F:36])([F:35])[F:34])(=[O:32])=[O:31])=CC=1.CC(C)([O-])C.[K+]. (3) The reactants are: Cl[C:2]([O:4][CH2:5][Cl:6])=[O:3].[CH3:7][O:8][CH2:9][CH2:10][O:11][CH2:12][CH2:13][O:14][CH2:15][CH2:16][OH:17].N1C=CC=CC=1. Given the product [C:2](=[O:3])([O:17][CH2:16][CH2:15][O:14][CH2:13][CH2:12][O:11][CH2:10][CH2:9][O:8][CH3:7])[O:4][CH2:5][Cl:6], predict the reactants needed to synthesize it. (4) Given the product [Br:1][C:2]1[CH:7]=[C:6]([CH:8]=[O:9])[C:5]([O:10][CH3:11])=[CH:4][C:3]=1[NH:12][C:13](=[O:15])[CH3:14], predict the reactants needed to synthesize it. The reactants are: [Br:1][C:2]1[CH:7]=[C:6]([CH2:8][OH:9])[C:5]([O:10][CH3:11])=[CH:4][C:3]=1[NH:12][C:13](=[O:15])[CH3:14].